Task: Regression. Given two drug SMILES strings and cell line genomic features, predict the synergy score measuring deviation from expected non-interaction effect.. Dataset: NCI-60 drug combinations with 297,098 pairs across 59 cell lines Drug 1: C1=CC(=CC=C1C#N)C(C2=CC=C(C=C2)C#N)N3C=NC=N3. Drug 2: C1=CN(C=N1)CC(O)(P(=O)(O)O)P(=O)(O)O. Cell line: SK-OV-3. Synergy scores: CSS=-2.01, Synergy_ZIP=0.415, Synergy_Bliss=-2.69, Synergy_Loewe=-2.70, Synergy_HSA=-4.34.